From a dataset of Reaction yield outcomes from USPTO patents with 853,638 reactions. Predict the reaction yield, written as a fraction of the theoretical maximum amount of product (1.0 means a 100% yield; for example, 0.34 means a 34% yield). (1) The product is [CH3:1][C:2]1[CH:3]=[C:4]([NH:5][N:9]=[C:21]([C:22](=[O:24])[CH3:23])[C:18](=[O:20])[CH3:19])[CH:6]=[CH:7][CH:8]=1. The catalyst is C(O)(=O)C.Cl.O.C(O)C. The reactants are [CH3:1][C:2]1[CH:3]=[C:4]([CH:6]=[CH:7][CH:8]=1)[NH2:5].[N:9]([O-])=O.[Na+].C([O-])(=O)C.[Na+].[C:18]([CH2:21][C:22](=[O:24])[CH3:23])(=[O:20])[CH3:19]. The yield is 0.240. (2) The reactants are [Br:1][C:2]1[CH:7]=[CH:6][C:5]([NH2:8])=[CH:4][CH:3]=1.[F:9][C:10]([F:21])([F:20])[C:11]1[CH:12]=[C:13]([CH:17]=[CH:18][CH:19]=1)[C:14](Cl)=[O:15].CCN(CC)CC.C([O-])(O)=O.[Na+]. The catalyst is C(Cl)Cl.CN(C1C=CN=CC=1)C. The product is [Br:1][C:2]1[CH:7]=[CH:6][C:5]([NH:8][C:14](=[O:15])[C:13]2[CH:17]=[CH:18][CH:19]=[C:11]([C:10]([F:9])([F:20])[F:21])[CH:12]=2)=[CH:4][CH:3]=1. The yield is 0.810.